This data is from TCR-epitope binding with 47,182 pairs between 192 epitopes and 23,139 TCRs. The task is: Binary Classification. Given a T-cell receptor sequence (or CDR3 region) and an epitope sequence, predict whether binding occurs between them. (1) Result: 0 (the TCR does not bind to the epitope). The epitope is KLSALGINAV. The TCR CDR3 sequence is CASRPLAGGPNEQFF. (2) The epitope is FVRATATIPI. The TCR CDR3 sequence is CASSFGSTDTQYF. Result: 1 (the TCR binds to the epitope). (3) The epitope is YFPLQSYGF. The TCR CDR3 sequence is CASSLVSYWGYF. Result: 1 (the TCR binds to the epitope). (4) The epitope is EILDITPCSF. The TCR CDR3 sequence is CASRAGEHFYEQYF. Result: 0 (the TCR does not bind to the epitope). (5) The epitope is NLSALGIFST. Result: 0 (the TCR does not bind to the epitope). The TCR CDR3 sequence is CASSPMDTQYF. (6) The epitope is HPVGEADYFEY. The TCR CDR3 sequence is CASREKGYDEQFF. Result: 1 (the TCR binds to the epitope). (7) The epitope is LLFNKVTLA. The TCR CDR3 sequence is CASSSTDSSYEQYF. Result: 1 (the TCR binds to the epitope).